Dataset: Forward reaction prediction with 1.9M reactions from USPTO patents (1976-2016). Task: Predict the product of the given reaction. (1) Given the reactants [C:1]([O:5][C:6](=[O:25])[NH:7][C@H:8]([C:18]1[C:23](Br)=[CH:22][CH:21]=[CH:20][N:19]=1)[CH2:9][C:10]1[CH:15]=[C:14]([F:16])[CH:13]=[C:12]([F:17])[CH:11]=1)([CH3:4])([CH3:3])[CH3:2].[Cl:26][C:27]1[CH:35]=[CH:34][C:33](B2OC(C)(C)C(C)(C)O2)=[C:32]2[C:28]=1[C:29]([NH:46][S:47]([CH3:50])(=[O:49])=[O:48])=[N:30][N:31]2[CH3:45], predict the reaction product. The product is: [C:1]([O:5][C:6](=[O:25])[NH:7][C@H:8]([C:18]1[C:23]([C:33]2[CH:34]=[CH:35][C:27]([Cl:26])=[C:28]3[C:32]=2[N:31]([CH3:45])[N:30]=[C:29]3[NH:46][S:47]([CH3:50])(=[O:48])=[O:49])=[CH:22][CH:21]=[CH:20][N:19]=1)[CH2:9][C:10]1[CH:15]=[C:14]([F:16])[CH:13]=[C:12]([F:17])[CH:11]=1)([CH3:4])([CH3:3])[CH3:2]. (2) The product is: [Cl:19][C:18]1[C:13]2[N:12]=[C:10]([CH2:9][C:3]3[C:2]([Cl:1])=[CH:7][CH:6]=[CH:5][C:4]=3[Cl:8])[O:11][C:14]=2[N:15]=[CH:16][N:17]=1. Given the reactants [Cl:1][C:2]1[CH:7]=[CH:6][CH:5]=[C:4]([Cl:8])[C:3]=1[CH2:9][C:10]([NH:12][C:13]1[C:14](Cl)=[N:15][CH:16]=[N:17][C:18]=1[Cl:19])=[O:11].C([O-])([O-])=O.[Cs+].[Cs+], predict the reaction product. (3) The product is: [CH3:26][N:27]1[CH:31]=[CH:30][C:29]([NH:32][C:33]([C:35]2[CH:46]=[C:45]([O:47][C:57]3[CH:56]=[CH:55][C:54]([C:52]([N:48]4[CH2:49][CH2:50][CH2:51]4)=[O:53])=[CH:59][CH:58]=3)[C:38]3[CH2:39][CH:40]([CH2:42][O:43][CH3:44])[O:41][C:37]=3[CH:36]=2)=[O:34])=[N:28]1. Given the reactants COC(C1C=C(OC2C=CC(S(C)(=O)=O)=CC=2)C=C2OC(C)CC=12)=O.[CH3:26][N:27]1[CH:31]=[CH:30][C:29]([NH:32][C:33]([C:35]2[CH:46]=[C:45]([OH:47])[C:38]3[CH2:39][CH:40]([CH2:42][O:43][CH3:44])[O:41][C:37]=3[CH:36]=2)=[O:34])=[N:28]1.[N:48]1([C:52]([C:54]2[CH:59]=[CH:58][C:57](F)=[CH:56][CH:55]=2)=[O:53])[CH2:51][CH2:50][CH2:49]1, predict the reaction product. (4) Given the reactants [CH2:1]([NH:5][C:6]1[C:7]([C:16]([OH:18])=O)=[CH:8][C:9]2[O:14][CH2:13][CH2:12][O:11][C:10]=2[CH:15]=1)[CH:2]([CH3:4])[CH3:3].CCN(C(C)C)C(C)C.C1C=CC2N(O)N=NC=2C=1.[CH3:38][C:39]([NH2:43])([C:41]#[CH:42])[CH3:40].CCN=C=NCCCN(C)C, predict the reaction product. The product is: [CH2:1]([NH:5][C:6]1[C:7]([C:16]([NH:43][C:39]([CH3:40])([C:41]#[CH:42])[CH3:38])=[O:18])=[CH:8][C:9]2[O:14][CH2:13][CH2:12][O:11][C:10]=2[CH:15]=1)[CH:2]([CH3:3])[CH3:4]. (5) Given the reactants [CH2:1]([O:8][C:9]1[CH:10]=[C:11]([C:15]2[NH:16][C:17](=[O:25])[N:18]3[CH:23]=[CH:22][N:21]=[C:20](Cl)[C:19]=23)[CH:12]=[CH:13][CH:14]=1)[C:2]1[CH:7]=[CH:6][CH:5]=[CH:4][CH:3]=1.[NH3:26], predict the reaction product. The product is: [NH2:26][C:20]1[C:19]2[N:18]([C:17](=[O:25])[NH:16][C:15]=2[C:11]2[CH:12]=[CH:13][CH:14]=[C:9]([O:8][CH2:1][C:2]3[CH:7]=[CH:6][CH:5]=[CH:4][CH:3]=3)[CH:10]=2)[CH:23]=[CH:22][N:21]=1. (6) Given the reactants [Cl:1][C:2]1[CH:3]=[N:4][C:5]([N:8]2[CH2:13][CH2:12][CH:11]([NH:14][CH:15]3[CH2:17][CH2:16]3)[CH2:10][CH2:9]2)=[N:6][CH:7]=1.[CH3:18][C:19]1[N:23]([C:24]2[CH:32]=[CH:31][C:27]([C:28](O)=[O:29])=[CH:26][CH:25]=2)[N:22]=[N:21][N:20]=1, predict the reaction product. The product is: [Cl:1][C:2]1[CH:3]=[N:4][C:5]([N:8]2[CH2:13][CH2:12][CH:11]([N:14]([CH:15]3[CH2:17][CH2:16]3)[C:28](=[O:29])[C:27]3[CH:31]=[CH:32][C:24]([N:23]4[C:19]([CH3:18])=[N:20][N:21]=[N:22]4)=[CH:25][CH:26]=3)[CH2:10][CH2:9]2)=[N:6][CH:7]=1. (7) Given the reactants [CH:1]([C:3]1[NH:7][C:6]([CH3:8])=[C:5]([C:9]([OH:11])=O)[C:4]=1[CH3:12])=[O:2].C1(N=C=NC2CCCCC2)CCCCC1.ON1C2C=CC=CC=2N=N1.[CH2:38]([N:40]([CH2:44][CH3:45])[CH2:41][CH2:42][NH2:43])[CH3:39], predict the reaction product. The product is: [CH2:38]([N:40]([CH2:44][CH3:45])[CH2:41][CH2:42][NH:43][C:9]([C:5]1[C:4]([CH3:12])=[C:3]([CH:1]=[O:2])[NH:7][C:6]=1[CH3:8])=[O:11])[CH3:39]. (8) The product is: [C:19]([O:18][C:16](=[O:17])[NH:15][C:9]1[CH:10]=[CH:11][C:12]([C:29]2[CH:30]=[CH:31][CH:32]=[CH:33][C:28]=2[S:25]([CH3:24])(=[O:27])=[O:26])=[CH:13][C:8]=1[NH:7][C:6]([O:5][C:1]([CH3:4])([CH3:3])[CH3:2])=[O:23])([CH3:22])([CH3:21])[CH3:20]. Given the reactants [C:1]([O:5][C:6](=[O:23])[NH:7][C:8]1[CH:13]=[C:12](Br)[CH:11]=[CH:10][C:9]=1[NH:15][C:16]([O:18][C:19]([CH3:22])([CH3:21])[CH3:20])=[O:17])([CH3:4])([CH3:3])[CH3:2].[CH3:24][S:25]([C:28]1[CH:33]=[CH:32][CH:31]=[CH:30][C:29]=1B(O)O)(=[O:27])=[O:26].C(Cl)Cl.C([O-])([O-])=O.[Na+].[Na+], predict the reaction product. (9) Given the reactants [Cl:1][C:2]1[CH:7]=[C:6]([OH:8])[CH:5]=[CH:4][C:3]=1[CH:9]([CH3:24])[C:10]([C:16]1[CH:17]=[CH:18][C:19](=[O:23])[N:20]([CH3:22])[CH:21]=1)([OH:15])[C:11]([F:14])([F:13])[F:12].[F:25][C:26]1[CH:27]=[C:28](B(O)O)[CH:29]=[CH:30][C:31]=1[C:32]([O:34]C)=[O:33], predict the reaction product. The product is: [Cl:1][C:2]1[CH:7]=[C:6]([CH:5]=[CH:4][C:3]=1[CH:9]([CH3:24])[C:10]([OH:15])([C:16]1[CH:17]=[CH:18][C:19](=[O:23])[N:20]([CH3:22])[CH:21]=1)[C:11]([F:13])([F:14])[F:12])[O:8][C:28]1[CH:29]=[CH:30][C:31]([C:32]([OH:34])=[O:33])=[C:26]([F:25])[CH:27]=1. (10) Given the reactants [F:1][C:2]1[CH:3]=[C:4]([C:9]2[S:13][N:12]=[C:11]([N:14]=CN(C)C)[N:10]=2)[CH:5]=[CH:6][C:7]=1[F:8].C1(C)C=CC(S(O)(=O)=O)=CC=1, predict the reaction product. The product is: [F:1][C:2]1[CH:3]=[C:4]([C:9]2[S:13][N:12]=[C:11]([NH2:14])[N:10]=2)[CH:5]=[CH:6][C:7]=1[F:8].